This data is from Forward reaction prediction with 1.9M reactions from USPTO patents (1976-2016). The task is: Predict the product of the given reaction. (1) Given the reactants [CH:1]([N:4]([C:8]1[CH:13]=[CH:12][CH:11]=[CH:10][CH:9]=1)[CH2:5][CH2:6]O)([CH3:3])[CH3:2].O=S(Cl)[Cl:16], predict the reaction product. The product is: [Cl:16][CH2:6][CH2:5][N:4]([CH:1]([CH3:3])[CH3:2])[C:8]1[CH:13]=[CH:12][CH:11]=[CH:10][CH:9]=1. (2) Given the reactants [NH:1]1[C:9]2[C:4](=[CH:5][CH:6]=[C:7]([CH:10]([OH:12])[CH3:11])[CH:8]=2)[CH:3]=[N:2]1.C1C=C[NH+]=CC=1.C1C=C[NH+]=CC=1.[O-][Cr](O[Cr]([O-])(=O)=O)(=O)=O, predict the reaction product. The product is: [NH:1]1[C:9]2[C:4](=[CH:5][CH:6]=[C:7]([C:10](=[O:12])[CH3:11])[CH:8]=2)[CH:3]=[N:2]1. (3) The product is: [O:6]=[C:5]1[N:1]([C:10]([O:12][C:13]([CH3:16])([CH3:15])[CH3:14])=[O:11])[CH:2]2[CH:9]=[CH:8][CH2:7][CH:3]2[CH2:4]1. Given the reactants [NH:1]1[C:5](=[O:6])[CH2:4][CH:3]2[CH2:7][CH:8]=[CH:9][CH:2]12.[C:10](O[C:10]([O:12][C:13]([CH3:16])([CH3:15])[CH3:14])=[O:11])([O:12][C:13]([CH3:16])([CH3:15])[CH3:14])=[O:11].CCN(CC)CC.O, predict the reaction product. (4) Given the reactants [CH3:1][O:2][C:3]1[CH:4]=[C:5]([NH:14][C:15](=[O:23])OC2C=CC=CC=2)[CH:6]=[N:7][C:8]=1[N:9]1[CH2:13][CH2:12][CH2:11][CH2:10]1.[Cl:24][C:25]1[CH:26]=[C:27]([N:31]2[C:35]([CH2:36][NH2:37])=[CH:34][C:33]([C:38]([F:41])([F:40])[F:39])=[N:32]2)[CH:28]=[CH:29][CH:30]=1.C(N(CC)CC)C, predict the reaction product. The product is: [Cl:24][C:25]1[CH:26]=[C:27]([N:31]2[C:35]([CH2:36][NH:37][C:15]([NH:14][C:5]3[CH:6]=[N:7][C:8]([N:9]4[CH2:10][CH2:11][CH2:12][CH2:13]4)=[C:3]([O:2][CH3:1])[CH:4]=3)=[O:23])=[CH:34][C:33]([C:38]([F:39])([F:40])[F:41])=[N:32]2)[CH:28]=[CH:29][CH:30]=1. (5) Given the reactants [CH:1]1[C:10]2[C:5](=[CH:6][CH:7]=[CH:8][CH:9]=2)[CH:4]=[CH:3][C:2]=1[C:11]([CH2:13][CH2:14][CH2:15][CH2:16][CH2:17][CH2:18][C:19]([OH:21])=O)=[O:12].[NH2:22][C:23]1[CH:28]=[CH:27][CH:26]=[CH:25][C:24]=1[OH:29].[C:30]1(N)C=CC=C[C:31]=1N, predict the reaction product. The product is: [OH:29][C:24]1[CH:25]=[CH:26][CH:27]=[CH:28][C:23]=1[NH:22][C:19](=[O:21])[CH2:18][CH2:17][CH2:16][CH2:15][CH2:14][CH2:13][C:11]([C:2]1[CH:1]=[CH:10][C:5]([C:6]2[CH:7]=[CH:8][CH:9]=[CH:31][CH:30]=2)=[CH:4][CH:3]=1)=[O:12]. (6) Given the reactants [OH-].[Na+].[Cl:3][C:4]1[CH:5]=[C:6]([C:14]2[O:18][N:17]=[C:16]([C:19]3[C:20]4[C:24]([CH:25]=[CH:26][CH:27]=3)=[N:23][N:22]([CH2:28][CH2:29][CH2:30][CH2:31][C:32]([O:34]C)=[O:33])[CH:21]=4)[N:15]=2)[CH:7]=[CH:8][C:9]=1[O:10][CH:11]([CH3:13])[CH3:12].Cl.C(Cl)Cl, predict the reaction product. The product is: [Cl:3][C:4]1[CH:5]=[C:6]([C:14]2[O:18][N:17]=[C:16]([C:19]3[C:20]4[C:24]([CH:25]=[CH:26][CH:27]=3)=[N:23][N:22]([CH2:28][CH2:29][CH2:30][CH2:31][C:32]([OH:34])=[O:33])[CH:21]=4)[N:15]=2)[CH:7]=[CH:8][C:9]=1[O:10][CH:11]([CH3:13])[CH3:12]. (7) Given the reactants [O:1]1[CH2:3][CH:2]1[C:4]1[O:5][C:6]([C:9]2[CH:14]=[CH:13][CH:12]=[CH:11][N:10]=2)=[CH:7][N:8]=1.[CH3:15][NH:16][CH2:17][CH2:18][CH2:19][CH2:20][C:21]1[CH:26]=[CH:25][CH:24]=[CH:23][CH:22]=1, predict the reaction product. The product is: [CH3:15][N:16]([CH2:17][CH2:18][CH2:19][CH2:20][C:21]1[CH:26]=[CH:25][CH:24]=[CH:23][CH:22]=1)[CH2:3][CH:2]([C:4]1[O:5][C:6]([C:9]2[CH:14]=[CH:13][CH:12]=[CH:11][N:10]=2)=[CH:7][N:8]=1)[OH:1].